This data is from Full USPTO retrosynthesis dataset with 1.9M reactions from patents (1976-2016). The task is: Predict the reactants needed to synthesize the given product. Given the product [CH3:1][N:2]([CH2:4][C:5]1[C:13]2[O:12][N:11]=[C:10]([CH2:14][CH2:15][CH:16]3[CH2:21][CH2:20][N:19]([CH2:38][CH:39]4[O:43][CH2:42][CH2:41][O:40]4)[CH2:18][CH2:17]3)[C:9]=2[CH:8]=[CH:7][C:6]=1[N:22]1[CH2:27][CH2:26][CH2:25][CH2:24][CH2:23]1)[CH3:3], predict the reactants needed to synthesize it. The reactants are: [CH3:1][N:2]([CH2:4][C:5]1[C:13]2[O:12][N:11]=[C:10]([CH2:14][CH2:15][CH:16]3[CH2:21][CH2:20][NH:19][CH2:18][CH2:17]3)[C:9]=2[CH:8]=[CH:7][C:6]=1[N:22]1[CH2:27][CH2:26][CH2:25][CH2:24][CH2:23]1)[CH3:3].C(N(CC)C(C)C)(C)C.Br[CH2:38][CH:39]1[O:43][CH2:42][CH2:41][O:40]1.[I-].[Na+].[Cl-].[Na+].